Dataset: Peptide-MHC class I binding affinity with 185,985 pairs from IEDB/IMGT. Task: Regression. Given a peptide amino acid sequence and an MHC pseudo amino acid sequence, predict their binding affinity value. This is MHC class I binding data. (1) The peptide sequence is GTEMFRHGY. The MHC is HLA-B07:02 with pseudo-sequence HLA-B07:02. The binding affinity (normalized) is 0.0847. (2) The peptide sequence is KFRPGSLIY. The MHC is HLA-A03:01 with pseudo-sequence HLA-A03:01. The binding affinity (normalized) is 0.0789. (3) The peptide sequence is VDVCGMFTNR. The MHC is HLA-A24:02 with pseudo-sequence HLA-A24:02. The binding affinity (normalized) is 0. (4) The peptide sequence is ASMDNTSPM. The MHC is HLA-A32:15 with pseudo-sequence HLA-A32:15. The binding affinity (normalized) is 0.500. (5) The peptide sequence is KQYNVTQAF. The MHC is HLA-C14:02 with pseudo-sequence HLA-C14:02. The binding affinity (normalized) is 0.936. (6) The peptide sequence is LSIFNPCLI. The MHC is HLA-A02:01 with pseudo-sequence HLA-A02:01. The binding affinity (normalized) is 0.468.